Task: Predict which catalyst facilitates the given reaction.. Dataset: Catalyst prediction with 721,799 reactions and 888 catalyst types from USPTO (1) The catalyst class is: 6. Reactant: [C:1]([O:4][CH2:5][CH:6]1[CH2:11][CH2:10][CH2:9][CH2:8][CH:7]1[CH2:12][C:13]1[CH:18]=[CH:17][CH:16]=[C:15]([O:19]C)[CH:14]=1)(=[O:3])[CH3:2].NC(C(O)=O)CCSC.CS(O)(=O)=O.C(OCC)C. Product: [C:1]([O:4][CH2:5][CH:6]1[CH2:11][CH2:10][CH2:9][CH2:8][CH:7]1[CH2:12][C:13]1[CH:18]=[CH:17][CH:16]=[C:15]([OH:19])[CH:14]=1)(=[O:3])[CH3:2]. (2) Reactant: Br[CH2:2][CH2:3][N:4]1[C:8]2[CH:9]=[CH:10][CH:11]=[CH:12][C:7]=2[N:6]([C:13]2[CH:18]=[CH:17][CH:16]=[CH:15][CH:14]=2)[S:5]1(=[O:20])=[O:19].[CH3:21][C@H:22]1[CH2:27][NH:26][CH2:25][C@@H:24]([CH3:28])[NH:23]1. Product: [CH3:21][C@H:22]1[NH:23][C@@H:24]([CH3:28])[CH2:25][N:26]([CH2:2][CH2:3][N:4]2[C:8]3[CH:9]=[CH:10][CH:11]=[CH:12][C:7]=3[N:6]([C:13]3[CH:18]=[CH:17][CH:16]=[CH:15][CH:14]=3)[S:5]2(=[O:20])=[O:19])[CH2:27]1. The catalyst class is: 8. (3) Reactant: [N:1]1([C:6]2[N:11]=[C:10]([C:12](OC)=[O:13])[CH:9]=[CH:8][CH:7]=2)[CH:5]=[CH:4][CH:3]=[N:2]1.[BH4-].[Na+]. Product: [N:1]1([C:6]2[N:11]=[C:10]([CH2:12][OH:13])[CH:9]=[CH:8][CH:7]=2)[CH:5]=[CH:4][CH:3]=[N:2]1. The catalyst class is: 14. (4) Reactant: [NH2:1][C:2]1[N:10]=[C:9]([CH:11]([OH:15])[CH2:12][CH2:13][CH3:14])[N:8]=[C:7]2[C:3]=1[N:4]=[C:5]([N:17]1[N:21]=[CH:20][CH:19]=[N:18]1)[N:6]2[CH3:16]. Product: [NH2:1][C:2]1[N:10]=[C:9]([C:11](=[O:15])[CH2:12][CH2:13][CH3:14])[N:8]=[C:7]2[C:3]=1[N:4]=[C:5]([N:17]1[N:21]=[CH:20][CH:19]=[N:18]1)[N:6]2[CH3:16]. The catalyst class is: 177.